From a dataset of Reaction yield outcomes from USPTO patents with 853,638 reactions. Predict the reaction yield, written as a fraction of the theoretical maximum amount of product (1.0 means a 100% yield; for example, 0.34 means a 34% yield). (1) The reactants are Br[C:2]1[CH:3]=[C:4]([C:14]([NH:16][CH2:17][C:18]2[C:19](=[O:26])[NH:20][C:21]([CH3:25])=[CH:22][C:23]=2[CH3:24])=[O:15])[C:5]2[CH:10]=[N:9][N:8]([CH:11]([CH3:13])[CH3:12])[C:6]=2[N:7]=1.[CH3:27][N:28]1[CH2:33][CH2:32][N:31]([C:34]2[CH:39]=[CH:38][C:37](B3OC(C)(C)C(C)(C)O3)=[CH:36][N:35]=2)[CH2:30][CH2:29]1.C([O-])([O-])=O.[Na+].[Na+].CCOC(C)=O. The catalyst is O1CCOCC1.O.C1C=CC([P]([Pd]([P](C2C=CC=CC=2)(C2C=CC=CC=2)C2C=CC=CC=2)([P](C2C=CC=CC=2)(C2C=CC=CC=2)C2C=CC=CC=2)[P](C2C=CC=CC=2)(C2C=CC=CC=2)C2C=CC=CC=2)(C2C=CC=CC=2)C2C=CC=CC=2)=CC=1. The product is [CH3:24][C:23]1[CH:22]=[C:21]([CH3:25])[NH:20][C:19](=[O:26])[C:18]=1[CH2:17][NH:16][C:14]([C:4]1[C:5]2[CH:10]=[N:9][N:8]([CH:11]([CH3:13])[CH3:12])[C:6]=2[N:7]=[C:2]([C:37]2[CH:36]=[N:35][C:34]([N:31]3[CH2:30][CH2:29][N:28]([CH3:27])[CH2:33][CH2:32]3)=[CH:39][CH:38]=2)[CH:3]=1)=[O:15]. The yield is 0.300. (2) The product is [CH3:12][O:11][C:5]1[CH:4]=[CH:3][C:2]([O:20][CH3:18])=[CH:7][C:6]=1[B:8]([OH:10])[OH:9]. The reactants are F[C:2]1[CH:3]=[CH:4][C:5]([O:11][CH3:12])=[C:6]([B:8]([OH:10])[OH:9])[CH:7]=1.BrC1C=[C:18]([O:20]C)C=CC=1OC.[Li]CCCC.COB(OC)OC. No catalyst specified. The yield is 0.990. (3) The reactants are Cl.Cl.[CH2:3]([O:10][NH:11][C@H:12]1[CH2:17][NH:16][C@H:15]([C:18]([O:20][CH3:21])=[O:19])[CH2:14][CH2:13]1)[C:4]1[CH:9]=[CH:8][CH:7]=[CH:6][CH:5]=1.C(=O)([O-])[O-].[K+].[K+]. The catalyst is C(OCC)(=O)C. The product is [CH2:3]([O:10][NH:11][C@H:12]1[CH2:17][NH:16][C@H:15]([C:18]([O:20][CH3:21])=[O:19])[CH2:14][CH2:13]1)[C:4]1[CH:5]=[CH:6][CH:7]=[CH:8][CH:9]=1. The yield is 0.940. (4) The product is [CH3:1][C:2]1[S:3][C:4]2[CH:10]=[CH:9][C:8]([C:11]([NH:17][C:16]3[CH:18]=[CH:19][C:20]([C:22]([F:23])([F:24])[F:25])=[CH:21][C:15]=3[CH3:14])=[O:13])=[CH:7][C:5]=2[N:6]=1. The yield is 0.0850. The catalyst is CN(C1C=CN=CC=1)C.C(Cl)Cl.CN(C=O)C. The reactants are [CH3:1][C:2]1[S:3][C:4]2[CH:10]=[CH:9][C:8]([C:11]([OH:13])=O)=[CH:7][C:5]=2[N:6]=1.[CH3:14][C:15]1[CH:21]=[C:20]([C:22]([F:25])([F:24])[F:23])[CH:19]=[CH:18][C:16]=1[NH2:17].C(Cl)CCl. (5) The reactants are [F:1][C:2]([F:20])([F:19])[O:3][C:4]1[CH:9]=[CH:8][C:7]([C:10]2[N:11]=[C:12]([NH:15]C(=O)C)[NH:13][CH:14]=2)=[CH:6][CH:5]=1. The yield is 0.980. The catalyst is O.CO.S(=O)(=O)(O)O. The product is [F:20][C:2]([F:1])([F:19])[O:3][C:4]1[CH:9]=[CH:8][C:7]([C:10]2[N:11]=[C:12]([NH2:15])[NH:13][CH:14]=2)=[CH:6][CH:5]=1. (6) The reactants are [CH3:1][C:2]1[CH:8]=[CH:7][C:5]([NH2:6])=[CH:4][CH:3]=1.C([O-])(O)=O.[Na+].[I:14]I.OS([O-])=O.[Na+]. The catalyst is C(Cl)Cl.O. The product is [I:14][C:4]1[CH:3]=[C:2]([CH3:1])[CH:8]=[CH:7][C:5]=1[NH2:6]. The yield is 0.950. (7) The reactants are [Cl:1][C:2]1[CH:3]=[C:4]([OH:13])[CH:5]=[N:6][C:7]=1[O:8][CH2:9][CH:10]([CH3:12])[CH3:11].[Cl:14][C:15]1[C:16](F)=[CH:17][C:18]([F:28])=[C:19]([CH:27]=1)[C:20]([O:22]C(C)(C)C)=[O:21].C(=O)([O-])[O-].[K+].[K+]. The catalyst is CS(C)=O.C(OCC)(=O)C.O. The product is [Cl:14][C:15]1[C:16]([O:13][C:4]2[CH:5]=[N:6][C:7]([O:8][CH2:9][CH:10]([CH3:11])[CH3:12])=[C:2]([Cl:1])[CH:3]=2)=[CH:17][C:18]([F:28])=[C:19]([CH:27]=1)[C:20]([OH:22])=[O:21]. The yield is 0.760.